This data is from Merck oncology drug combination screen with 23,052 pairs across 39 cell lines. The task is: Regression. Given two drug SMILES strings and cell line genomic features, predict the synergy score measuring deviation from expected non-interaction effect. (1) Drug 1: COc1cccc2c1C(=O)c1c(O)c3c(c(O)c1C2=O)CC(O)(C(=O)CO)CC3OC1CC(N)C(O)C(C)O1. Drug 2: NC1(c2ccc(-c3nc4ccn5c(=O)[nH]nc5c4cc3-c3ccccc3)cc2)CCC1. Cell line: MSTO. Synergy scores: synergy=12.8. (2) Drug 1: CCN(CC)CCNC(=O)c1c(C)[nH]c(C=C2C(=O)Nc3ccc(F)cc32)c1C. Drug 2: NC(=O)c1cccc2cn(-c3ccc(C4CCCNC4)cc3)nc12. Cell line: UWB1289. Synergy scores: synergy=5.52. (3) Drug 1: COc1cccc2c1C(=O)c1c(O)c3c(c(O)c1C2=O)CC(O)(C(=O)CO)CC3OC1CC(N)C(O)C(C)O1. Drug 2: NC(=O)c1cccc2cn(-c3ccc(C4CCCNC4)cc3)nc12. Cell line: OV90. Synergy scores: synergy=-27.4.